This data is from Reaction yield outcomes from USPTO patents with 853,638 reactions. The task is: Predict the reaction yield, written as a fraction of the theoretical maximum amount of product (1.0 means a 100% yield; for example, 0.34 means a 34% yield). The reactants are [N:1]([CH2:4][C:5]1[CH:28]=[CH:27][C:8]([C:9]([NH:11][C@H:12]([C:23]([O:25][CH3:26])=[O:24])[CH2:13][NH:14][C:15](=[O:22])[C:16]2[CH:21]=[CH:20][CH:19]=[CH:18][CH:17]=2)=[O:10])=[C:7]([Cl:29])[CH:6]=1)=[N+]=[N-]. The catalyst is [Pd].C(O)C. The product is [NH2:1][CH2:4][C:5]1[CH:28]=[CH:27][C:8]([C:9]([NH:11][C@H:12]([C:23]([O:25][CH3:26])=[O:24])[CH2:13][NH:14][C:15](=[O:22])[C:16]2[CH:21]=[CH:20][CH:19]=[CH:18][CH:17]=2)=[O:10])=[C:7]([Cl:29])[CH:6]=1. The yield is 0.900.